Dataset: Forward reaction prediction with 1.9M reactions from USPTO patents (1976-2016). Task: Predict the product of the given reaction. Given the reactants [C:1]([C:3]1[CH:4]=[C:5]([OH:9])[CH:6]=[CH:7][CH:8]=1)#[N:2].[ClH:10].[H][H], predict the reaction product. The product is: [ClH:10].[OH:9][C:5]1[CH:4]=[C:3]([CH2:1][NH2:2])[CH:8]=[CH:7][CH:6]=1.